This data is from Reaction yield outcomes from USPTO patents with 853,638 reactions. The task is: Predict the reaction yield, written as a fraction of the theoretical maximum amount of product (1.0 means a 100% yield; for example, 0.34 means a 34% yield). (1) The reactants are FC(F)(F)C(OC(=O)C(F)(F)F)=O.[CH2:14]([O:21][C:22]1[C:26]([O:27][CH2:28][C:29]2[CH:34]=[CH:33][CH:32]=[CH:31][CH:30]=2)=[C:25]([C:35]([NH2:37])=O)[N:24]([C:38]2[CH:43]=[CH:42][C:41]([O:44][CH3:45])=[CH:40][CH:39]=2)[C:23]=1[C:46]([N:48]([CH3:50])[CH3:49])=[O:47])[C:15]1[CH:20]=[CH:19][CH:18]=[CH:17][CH:16]=1.C(N(CC)CC)C. The catalyst is C(Cl)Cl. The product is [CH2:14]([O:21][C:22]1[C:26]([O:27][CH2:28][C:29]2[CH:34]=[CH:33][CH:32]=[CH:31][CH:30]=2)=[C:25]([C:35]#[N:37])[N:24]([C:38]2[CH:43]=[CH:42][C:41]([O:44][CH3:45])=[CH:40][CH:39]=2)[C:23]=1[C:46]([N:48]([CH3:49])[CH3:50])=[O:47])[C:15]1[CH:20]=[CH:19][CH:18]=[CH:17][CH:16]=1. The yield is 1.00. (2) The reactants are O/[CH:2]=[CH:3]/[C:4](=[O:12])[CH2:5][C:6]1[CH:11]=[CH:10][CH:9]=[CH:8][CH:7]=1.Cl.[CH3:14][NH:15][CH3:16].C([O-])([O-])=O.[K+].[K+]. The catalyst is C1COCC1. The product is [CH3:14][N:15]([CH3:16])/[CH:2]=[CH:3]/[C:4](=[O:12])[CH2:5][C:6]1[CH:11]=[CH:10][CH:9]=[CH:8][CH:7]=1. The yield is 0.430. (3) The reactants are C1C=C[NH+]=CC=1.[O-][Cr](Cl)(=O)=O.[CH2:12]([O:19][CH2:20][CH2:21][CH2:22][OH:23])[C:13]1[CH:18]=[CH:17][CH:16]=[CH:15][CH:14]=1. The catalyst is ClCCl. The product is [CH2:12]([O:19][CH2:20][CH2:21][CH:22]=[O:23])[C:13]1[CH:18]=[CH:17][CH:16]=[CH:15][CH:14]=1. The yield is 0.790. (4) The catalyst is C(#N)C. The yield is 0.870. The product is [ClH:1].[CH2:2]1[C:10]2[C:5](=[CH:6][CH:7]=[CH:8][CH:9]=2)[CH2:4][CH:3]1[NH:11][C:18]([NH2:19])=[NH:13]. The reactants are [ClH:1].[CH2:2]1[C:10]2[C:5](=[CH:6][CH:7]=[CH:8][CH:9]=2)[CH2:4][CH:3]1[NH2:11].Cl.[N:13]1([C:18](=N)[NH2:19])C=CC=N1.C(N(C(C)C)CC)(C)C. (5) The reactants are [OH:1][C:2]1[C:15]([OH:16])=[C:14](O)[CH:13]=[CH:12][C:3]=1[C:4]([C:6]1[CH:11]=[CH:10][CH:9]=[CH:8][CH:7]=1)=[O:5].Br[CH2:19][CH2:20][CH2:21][CH2:22][CH2:23][CH2:24][CH2:25][CH2:26][CH2:27][CH2:28][CH2:29][CH2:30][CH2:31][CH2:32][CH2:33][CH2:34][CH2:35][CH3:36].[C:37](=[O:40])([O-])[O-].[K+].[K+]. The catalyst is CN(C)C=O. The product is [CH2:19]([O:1][C:2]1[C:15]([O:16][CH2:36][CH2:35][CH2:34][CH2:33][CH2:32][CH2:31][CH2:30][CH2:29][CH2:28][CH2:27][CH2:26][CH2:25][CH2:24][CH2:23][CH2:22][CH2:21][CH2:20][CH3:19])=[C:14]([O:40][CH2:37][CH2:35][CH2:34][CH2:33][CH2:32][CH2:31][CH2:30][CH2:29][CH2:28][CH2:27][CH2:26][CH2:25][CH2:24][CH2:23][CH2:22][CH2:21][CH2:20][CH3:19])[CH:13]=[CH:12][C:3]=1[C:4]([C:6]1[CH:11]=[CH:10][CH:9]=[CH:8][CH:7]=1)=[O:5])[CH2:20][CH2:21][CH2:22][CH2:23][CH2:24][CH2:25][CH2:26][CH2:27][CH2:28][CH2:29][CH2:30][CH2:31][CH2:32][CH2:33][CH2:34][CH2:35][CH3:36]. The yield is 0.911. (6) The reactants are [N+:1]([C:4]1[CH:9]=[CH:8][C:7]([S:10][C:11]2[NH:12][CH:13]=[CH:14][N:15]=2)=[CH:6][CH:5]=1)([O-:3])=[O:2]. The catalyst is C(#N)C=C. The product is [C:4]([CH2:5][CH2:6][N:15]1[CH:14]=[CH:13][N:12]=[C:11]1[S:10][C:7]1[CH:8]=[CH:9][C:4]([N+:1]([O-:3])=[O:2])=[CH:5][CH:6]=1)#[N:1]. The yield is 0.740. (7) The reactants are [Cl:1][C:2]1[CH:28]=[CH:27][C:5]([O:6][C:7]2[CH:12]=[CH:11][C:10]([NH:13][CH:14]([C:17]3[CH:22]=[CH:21][CH:20]=[C:19]([C:23]([F:26])([F:25])[F:24])[CH:18]=3)[CH2:15][NH2:16])=[CH:9][CH:8]=2)=[CH:4][CH:3]=1.[C:29](=S)=[S:30].CCN(C(C)C)C(C)C. The catalyst is CCO. The product is [Cl:1][C:2]1[CH:3]=[CH:4][C:5]([O:6][C:7]2[CH:12]=[CH:11][C:10]([N:13]3[CH:14]([C:17]4[CH:22]=[CH:21][CH:20]=[C:19]([C:23]([F:24])([F:25])[F:26])[CH:18]=4)[CH2:15][NH:16][C:29]3=[S:30])=[CH:9][CH:8]=2)=[CH:27][CH:28]=1. The yield is 0.690. (8) The reactants are [CH:1]([C:4]1[CH:12]=[CH:11][C:7]([C:8]([OH:10])=O)=[CH:6][CH:5]=1)([CH3:3])[CH3:2].C(N(CC)CC)C.C(OC(Cl)=O)C(C)C.[NH:28]([CH2:30][C:31]([O:33][CH2:34][CH3:35])=[O:32])[NH2:29]. The catalyst is ClCCl.C1COCC1. The product is [CH:1]([C:4]1[CH:5]=[CH:6][C:7]([C:8]([NH:29][NH:28][CH2:30][C:31]([O:33][CH2:34][CH3:35])=[O:32])=[O:10])=[CH:11][CH:12]=1)([CH3:2])[CH3:3]. The yield is 0.970.